Dataset: Full USPTO retrosynthesis dataset with 1.9M reactions from patents (1976-2016). Task: Predict the reactants needed to synthesize the given product. (1) Given the product [C:13]([C:17]1[CH:21]=[C:20]([NH2:22])[N:19]([C:2]2[CH:7]=[CH:6][CH:5]=[C:4]([O:8][CH2:9][CH2:10][O:11][CH3:12])[CH:3]=2)[N:18]=1)([CH3:16])([CH3:15])[CH3:14], predict the reactants needed to synthesize it. The reactants are: I[C:2]1[CH:7]=[CH:6][CH:5]=[C:4]([O:8][CH2:9][CH2:10][O:11][CH3:12])[CH:3]=1.[C:13]([C:17]1[CH:21]=[C:20]([NH2:22])[NH:19][N:18]=1)([CH3:16])([CH3:15])[CH3:14].C(=O)([O-])[O-].[K+].[K+]. (2) Given the product [C:1]1([C:7]2[CH2:16][CH2:15][C:14]3[C:9](=[CH:10][CH:11]=[CH:12][CH:13]=3)[C:8]=2[C:17]2[CH:22]=[CH:21][C:20]([CH:23]=[CH:24][C:25]([NH:32][S:29]([CH3:28])(=[O:31])=[O:30])=[O:27])=[CH:19][CH:18]=2)[CH:6]=[CH:5][CH:4]=[CH:3][CH:2]=1, predict the reactants needed to synthesize it. The reactants are: [C:1]1([C:7]2[CH2:16][CH2:15][C:14]3[C:9](=[CH:10][CH:11]=[CH:12][CH:13]=3)[C:8]=2[C:17]2[CH:22]=[CH:21][C:20]([CH:23]=[CH:24][C:25]([OH:27])=O)=[CH:19][CH:18]=2)[CH:6]=[CH:5][CH:4]=[CH:3][CH:2]=1.[CH3:28][S:29]([NH2:32])(=[O:31])=[O:30].